From a dataset of NCI-60 drug combinations with 297,098 pairs across 59 cell lines. Regression. Given two drug SMILES strings and cell line genomic features, predict the synergy score measuring deviation from expected non-interaction effect. Drug 1: CC12CCC(CC1=CCC3C2CCC4(C3CC=C4C5=CN=CC=C5)C)O. Drug 2: C#CCC(CC1=CN=C2C(=N1)C(=NC(=N2)N)N)C3=CC=C(C=C3)C(=O)NC(CCC(=O)O)C(=O)O. Cell line: U251. Synergy scores: CSS=5.81, Synergy_ZIP=-3.83, Synergy_Bliss=-4.85, Synergy_Loewe=-7.17, Synergy_HSA=-3.55.